From a dataset of Reaction yield outcomes from USPTO patents with 853,638 reactions. Predict the reaction yield, written as a fraction of the theoretical maximum amount of product (1.0 means a 100% yield; for example, 0.34 means a 34% yield). (1) The reactants are [C:1]([C:4]1[CH:9]=[CH:8][C:7]([S:10][C:11]2[CH:16]=[CH:15][C:14]([C:17](=[O:19])[CH3:18])=[CH:13][CH:12]=2)=[CH:6][CH:5]=1)(=[O:3])[CH3:2].C(O)(=[O:22])C.ClC(Cl)C.OO. The catalyst is [Cl-].[Cl-].[Cl-].[Ti+3].O. The product is [C:1]([C:4]1[CH:5]=[CH:6][C:7]([S:10]([C:11]2[CH:16]=[CH:15][C:14]([C:17](=[O:19])[CH3:18])=[CH:13][CH:12]=2)=[O:22])=[CH:8][CH:9]=1)(=[O:3])[CH3:2]. The yield is 0.970. (2) The reactants are [CH2:1]([C:3]1([CH2:18][CH2:19]O)[C:8]2[NH:9][C:10]3[C:15]([C:7]=2[CH2:6][CH2:5][O:4]1)=[CH:14][CH:13]=[CH:12][C:11]=3[CH2:16][CH3:17])[CH3:2].C1C=CC(P(C2C=CC=CC=2)C2C=CC=CC=2)=CC=1.C(Cl)(Cl)(Cl)[Cl:41]. The catalyst is O. The product is [Cl:41][CH2:19][CH2:18][C:3]1([CH2:1][CH3:2])[C:8]2[NH:9][C:10]3[C:15]([C:7]=2[CH2:6][CH2:5][O:4]1)=[CH:14][CH:13]=[CH:12][C:11]=3[CH2:16][CH3:17]. The yield is 0.510.